This data is from Catalyst prediction with 721,799 reactions and 888 catalyst types from USPTO. The task is: Predict which catalyst facilitates the given reaction. (1) Reactant: [OH-].[Na+].[Cl:3][C:4]1[CH:5]=[C:6]([C:14]2[O:18][N:17]=[C:16]([C:19]3[C:20]([CH2:33][CH3:34])=[C:21]([CH2:25][CH2:26][CH2:27][C:28]([O:30]CC)=[O:29])[CH:22]=[CH:23][CH:24]=3)[N:15]=2)[CH:7]=[CH:8][C:9]=1[O:10][CH:11]([CH3:13])[CH3:12].Cl. Product: [Cl:3][C:4]1[CH:5]=[C:6]([C:14]2[O:18][N:17]=[C:16]([C:19]3[C:20]([CH2:33][CH3:34])=[C:21]([CH2:25][CH2:26][CH2:27][C:28]([OH:30])=[O:29])[CH:22]=[CH:23][CH:24]=3)[N:15]=2)[CH:7]=[CH:8][C:9]=1[O:10][CH:11]([CH3:12])[CH3:13]. The catalyst class is: 30. (2) Reactant: [C:1]([C:9]1[CH:14]=[CH:13][C:12]([C:15]2[NH:19][C:18]3[CH:20]=[CH:21][C:22]([C:24]([NH2:26])=[O:25])=[CH:23][C:17]=3[N:16]=2)=[CH:11][CH:10]=1)(=[O:8])[C:2]1[CH:7]=[CH:6][CH:5]=[CH:4][CH:3]=1.[BH4-].[Na+]. Product: [OH:8][CH:1]([C:2]1[CH:3]=[CH:4][CH:5]=[CH:6][CH:7]=1)[C:9]1[CH:10]=[CH:11][C:12]([C:15]2[NH:19][C:18]3[CH:20]=[CH:21][C:22]([C:24]([NH2:26])=[O:25])=[CH:23][C:17]=3[N:16]=2)=[CH:13][CH:14]=1. The catalyst class is: 5. (3) Reactant: [CH:1]1(P(C2CCCCC2)C2C=CC=CC=2C2C(C(C)C)=CC(C(C)C)=CC=2C(C)C)CCCC[CH2:2]1.[Cl:35][C:36]1[C:45]2[C:40](=[CH:41][C:42]([F:47])=[CH:43][C:44]=2[F:46])[N:39]=[C:38]([C:48]2[CH:53]=[C:52](Cl)[CH:51]=[CH:50][N:49]=2)[C:37]=1[CH3:55].CC(C)([O-])C.[Na+]. Product: [Cl:35][C:36]1[C:45]2[C:40](=[CH:41][C:42]([F:47])=[CH:43][C:44]=2[F:46])[N:39]=[C:38]([C:48]2[CH:53]=[C:52]([CH:1]=[CH2:2])[CH:51]=[CH:50][N:49]=2)[C:37]=1[CH3:55]. The catalyst class is: 101. (4) Reactant: [CH3:1][O:2][CH2:3][CH2:4]O.[S:6](Cl)([C:9]1[CH:15]=[CH:14][C:12]([CH3:13])=[CH:11][CH:10]=1)(=[O:8])=[O:7].O1[CH2:21][CH2:20][CH2:19][CH2:18]1.[CH2:22]([N:24]([CH2:27][CH3:28])[CH2:25]C)C. Product: [CH3:13][C:12]1[CH:14]=[CH:15][C:9]([S:6]([O-:2])(=[O:8])=[O:7])=[CH:10][CH:11]=1.[CH3:1][O:2][CH2:3][CH2:4][N+:24]([CH3:22])([CH3:25])[CH2:27][CH2:28][CH2:18][CH2:19][CH2:20][CH2:21][CH2:15][CH2:9][CH2:10][CH3:11]. The catalyst class is: 4. (5) Reactant: [CH2:1]([C:3]1[C:12]2[C:7](=[CH:8][CH:9]=[C:10]([OH:13])[CH:11]=2)[O:6][C:5](=[O:14])[C:4]=1[C:15]1[CH:20]=[CH:19][CH:18]=[C:17]([O:21][CH3:22])[CH:16]=1)[CH3:2].[C:23](=O)([O-])[O-].[K+].[K+].IC. Product: [CH2:1]([C:3]1[C:12]2[C:7](=[CH:8][CH:9]=[C:10]([O:13][CH3:23])[CH:11]=2)[O:6][C:5](=[O:14])[C:4]=1[C:15]1[CH:20]=[CH:19][CH:18]=[C:17]([O:21][CH3:22])[CH:16]=1)[CH3:2]. The catalyst class is: 10. (6) Reactant: [C:1]1([NH2:8])[CH:6]=[CH:5][C:4]([NH2:7])=[CH:3][CH:2]=1.[C:9](=[O:12])(O)[O-].[Na+].[CH2:14]([O:21][CH2:22][C:23](Cl)=[O:24])[C:15]1[CH:20]=[CH:19][CH:18]=[CH:17][CH:16]=1. Product: [CH2:14]([O:21][CH2:22][C:23]([NH:7][C:4]1[CH:5]=[CH:6][C:1]([NH:8][C:9](=[O:12])[CH2:22][O:21][CH2:14][C:15]2[CH:20]=[CH:19][CH:18]=[CH:17][CH:16]=2)=[CH:2][CH:3]=1)=[O:24])[C:15]1[CH:20]=[CH:19][CH:18]=[CH:17][CH:16]=1. The catalyst class is: 13. (7) Reactant: C([O:3][C:4](=O)[CH2:5][N:6]1[CH:11]=[CH:10][CH:9]=[CH:8][C:7]1=[O:12])C.O.[NH2:15][NH2:16]. Product: [O:12]=[C:7]1[CH:8]=[CH:9][CH:10]=[CH:11][N:6]1[CH2:5][C:4]([NH:15][NH2:16])=[O:3]. The catalyst class is: 8.